From a dataset of Reaction yield outcomes from USPTO patents with 853,638 reactions. Predict the reaction yield, written as a fraction of the theoretical maximum amount of product (1.0 means a 100% yield; for example, 0.34 means a 34% yield). (1) The reactants are [F:1][C:2]1[CH:47]=[CH:46][C:5]([C:6]([NH:8][C@:9]([C:35]2[CH:40]=[CH:39][C:38]([F:41])=[C:37]([C:42]([F:45])([F:44])[F:43])[CH:36]=2)([C:21]2[CH:26]=[C:25]([O:27][C:28]([F:33])([F:32])[CH:29]([F:31])[F:30])[CH:24]=[C:23]([F:34])[CH:22]=2)[CH2:10][C:11]2[CH:20]=[CH:19][C:14]([C:15](OC)=[O:16])=[CH:13][CH:12]=2)=[O:7])=[CH:4][C:3]=1[C:48]([F:51])([F:50])[F:49].C([BH-](CC)CC)C.[Li+]. The catalyst is C1COCC1. The product is [F:1][C:2]1[CH:47]=[CH:46][C:5]([C:6]([NH:8][C@:9]([C:35]2[CH:40]=[CH:39][C:38]([F:41])=[C:37]([C:42]([F:43])([F:44])[F:45])[CH:36]=2)([C:21]2[CH:26]=[C:25]([O:27][C:28]([F:33])([F:32])[CH:29]([F:30])[F:31])[CH:24]=[C:23]([F:34])[CH:22]=2)[CH2:10][C:11]2[CH:20]=[CH:19][C:14]([CH2:15][OH:16])=[CH:13][CH:12]=2)=[O:7])=[CH:4][C:3]=1[C:48]([F:51])([F:50])[F:49]. The yield is 0.790. (2) The reactants are [CH3:1][N:2]([CH2:15][C:16]1[S:17][CH:18]=[C:19]([CH3:21])[N:20]=1)[C:3]([C:5]1[CH:6]=[C:7]([CH:12]=[CH:13][CH:14]=1)[C:8]([O:10]C)=[O:9])=[O:4].O[Li].O. The catalyst is C1COCC1.O. The product is [CH3:1][N:2]([CH2:15][C:16]1[S:17][CH:18]=[C:19]([CH3:21])[N:20]=1)[C:3](=[O:4])[C:5]1[CH:6]=[C:7]([CH:12]=[CH:13][CH:14]=1)[C:8]([OH:10])=[O:9]. The yield is 0.800. (3) The reactants are [F:1][C:2]1[CH:3]=[C:4]([CH:16]=[CH:17][CH:18]=1)[CH2:5][C:6]1[O:10][N:9]=[C:8]([C:11]([O:13]CC)=O)[N:7]=1.Cl.[Cl:20][C:21]1[CH:22]=[C:23]2[C:27](=[CH:28][CH:29]=1)[NH:26][CH:25]=[C:24]2[CH2:30][CH2:31][NH2:32].CN(C(ON1N=NC2C=CC=NC1=2)=[N+](C)C)C.F[P-](F)(F)(F)(F)F.C(N(CC)C(C)C)(C)C. The catalyst is CO.[OH-].[Na+].O.CN(C=O)C. The product is [Cl:20][C:21]1[CH:22]=[C:23]2[C:27](=[CH:28][CH:29]=1)[NH:26][CH:25]=[C:24]2[CH2:30][CH2:31][NH:32][C:11]([C:8]1[N:7]=[C:6]([CH2:5][C:4]2[CH:16]=[CH:17][CH:18]=[C:2]([F:1])[CH:3]=2)[O:10][N:9]=1)=[O:13]. The yield is 0.400. (4) The reactants are Cl[N:2]1[C:6](=O)[CH2:5][CH2:4][C:3]1=[O:8].[N:9]1[CH:14]=[CH:13][CH:12]=[CH:11][C:10]=1C=NO.C([C@@H]1N2[CH2:26][CH2:27][N:28]([C:30]3[C:31](C#N)=[N:32][CH:33]=[CH:34][N:35]=3)[CH2:29][C@@H:24]2[CH2:23][CH2:22][CH2:21]1)#C.CC[N:40]([CH2:43]C)CC.C[N:46](C=O)C. The catalyst is Cl.C(Cl)Cl. The product is [N:9]1[CH:10]=[CH:11][CH:12]=[CH:13][C:14]=1[C:3]1[O:8][N:46]=[C:5]([C@@H:6]2[N:2]3[CH2:26][CH2:27][N:28]([C:30]4[N:35]=[C:34]([C:43]#[N:40])[CH:33]=[N:32][CH:31]=4)[CH2:29][C@@H:24]3[CH2:23][CH2:22][CH2:21]2)[CH:4]=1. The yield is 0.140.